Dataset: Catalyst prediction with 721,799 reactions and 888 catalyst types from USPTO. Task: Predict which catalyst facilitates the given reaction. Reactant: [C:1]([C:3]1[N:4]=[C:5]([C:16]([NH:18][C:19]2[CH:20]=[CH:21][C:22]([CH:33]3[CH2:38][C:37]([CH3:40])([CH3:39])[O:36][C:35]([CH3:48])([C:41](OCCCC)=[O:42])[CH2:34]3)=[N:23][C:24]=2[C:25]2[CH2:30][CH2:29][C:28]([CH3:32])([CH3:31])[CH2:27][CH:26]=2)=[O:17])[N:6]([CH2:8][O:9][CH2:10][CH2:11][Si:12]([CH3:15])([CH3:14])[CH3:13])[CH:7]=1)#[N:2].CC(C[AlH]CC(C)C)C. Product: [C:1]([C:3]1[N:4]=[C:5]([C:16]([NH:18][C:19]2[C:24]([C:25]3[CH2:30][CH2:29][C:28]([CH3:32])([CH3:31])[CH2:27][CH:26]=3)=[N:23][C:22]([CH:33]3[CH2:38][C:37]([CH3:40])([CH3:39])[O:36][C:35]([CH2:41][OH:42])([CH3:48])[CH2:34]3)=[CH:21][CH:20]=2)=[O:17])[N:6]([CH2:8][O:9][CH2:10][CH2:11][Si:12]([CH3:13])([CH3:14])[CH3:15])[CH:7]=1)#[N:2]. The catalyst class is: 1.